From a dataset of Catalyst prediction with 721,799 reactions and 888 catalyst types from USPTO. Predict which catalyst facilitates the given reaction. (1) Reactant: C(OC(=O)[N:7]([CH:24]1[CH2:29][CH2:28][N:27]([CH2:30][C:31]2[CH:36]=[CH:35][CH:34]=[CH:33][CH:32]=2)[CH2:26][CH2:25]1)[CH2:8][C:9]1[N:10]=[C:11]([CH2:22][OH:23])[N:12](COCC[Si](C)(C)C)[CH:13]=1)(C)(C)C.C(O)(C(F)(F)F)=O.C(=O)([O-])O.[Na+]. Product: [CH2:30]([N:27]1[CH2:28][CH2:29][CH:24]([NH:7][CH2:8][C:9]2[N:10]=[C:11]([CH2:22][OH:23])[NH:12][CH:13]=2)[CH2:25][CH2:26]1)[C:31]1[CH:32]=[CH:33][CH:34]=[CH:35][CH:36]=1. The catalyst class is: 6. (2) Reactant: [Cl:1][C:2]1[CH:3]=[C:4]2[C:9](=[CH:10][C:11]=1[N:12]1[CH2:17][C:16]3[C:18]([CH:25]4[CH2:27][CH2:26]4)=[N:19][C:20]([C:22]([OH:24])=O)=[CH:21][C:15]=3[NH:14][C:13]1=[O:28])[O:8][CH:7]([C:29]1[C:34]([F:35])=[CH:33][CH:32]=[CH:31][N:30]=1)[CH2:6][CH2:5]2.[CH:36]([NH:38][NH2:39])=O.C(P1(=O)OP(=O)(CCC)OP(=O)(CCC)O1)CC.C(OCC)(=O)C. Product: [Cl:1][C:2]1[CH:3]=[C:4]2[C:9](=[CH:10][C:11]=1[N:12]1[CH2:17][C:16]3[C:18]([CH:25]4[CH2:26][CH2:27]4)=[N:19][C:20]([C:22]4[O:24][CH:36]=[N:38][N:39]=4)=[CH:21][C:15]=3[NH:14][C:13]1=[O:28])[O:8][CH:7]([C:29]1[C:34]([F:35])=[CH:33][CH:32]=[CH:31][N:30]=1)[CH2:6][CH2:5]2. The catalyst class is: 851. (3) Reactant: [ClH:1].[OH:2][C@@H:3]([CH2:20][CH3:21])[C@H:4]([NH:12]C(=O)OC(C)(C)C)[CH2:5][C:6]1[CH:11]=[CH:10][N:9]=[CH:8][CH:7]=1. Product: [ClH:1].[ClH:1].[NH2:12][C@@H:4]([C@@H:3]([OH:2])[CH2:20][CH3:21])[CH2:5][C:6]1[CH:11]=[CH:10][N:9]=[CH:8][CH:7]=1. The catalyst class is: 12.